Regression. Given two drug SMILES strings and cell line genomic features, predict the synergy score measuring deviation from expected non-interaction effect. From a dataset of NCI-60 drug combinations with 297,098 pairs across 59 cell lines. (1) Drug 1: CN1CCC(CC1)COC2=C(C=C3C(=C2)N=CN=C3NC4=C(C=C(C=C4)Br)F)OC. Drug 2: CN(CCCl)CCCl.Cl. Cell line: HS 578T. Synergy scores: CSS=-11.9, Synergy_ZIP=6.17, Synergy_Bliss=-1.63, Synergy_Loewe=-11.3, Synergy_HSA=-10.4. (2) Drug 1: CN1CCC(CC1)COC2=C(C=C3C(=C2)N=CN=C3NC4=C(C=C(C=C4)Br)F)OC. Drug 2: C1C(C(OC1N2C=NC3=C(N=C(N=C32)Cl)N)CO)O. Cell line: UO-31. Synergy scores: CSS=21.0, Synergy_ZIP=-7.71, Synergy_Bliss=-4.24, Synergy_Loewe=-2.04, Synergy_HSA=-1.45. (3) Drug 1: CS(=O)(=O)CCNCC1=CC=C(O1)C2=CC3=C(C=C2)N=CN=C3NC4=CC(=C(C=C4)OCC5=CC(=CC=C5)F)Cl. Drug 2: CC12CCC3C(C1CCC2O)C(CC4=C3C=CC(=C4)O)CCCCCCCCCS(=O)CCCC(C(F)(F)F)(F)F. Cell line: MCF7. Synergy scores: CSS=35.8, Synergy_ZIP=8.27, Synergy_Bliss=8.68, Synergy_Loewe=-3.37, Synergy_HSA=7.27. (4) Drug 1: C1CCC(C1)C(CC#N)N2C=C(C=N2)C3=C4C=CNC4=NC=N3. Drug 2: C1CCN(CC1)CCOC2=CC=C(C=C2)C(=O)C3=C(SC4=C3C=CC(=C4)O)C5=CC=C(C=C5)O. Cell line: NCI-H226. Synergy scores: CSS=11.1, Synergy_ZIP=1.76, Synergy_Bliss=8.90, Synergy_Loewe=5.10, Synergy_HSA=5.08.